The task is: Predict the product of the given reaction.. This data is from Forward reaction prediction with 1.9M reactions from USPTO patents (1976-2016). (1) Given the reactants [CH3:1][C:2]1[C:23]([C:24]2[S:25][C:26]([C:35]3[N:39]=[CH:38][NH:37][N:36]=3)=[C:27]([C:29]3[CH:34]=[CH:33][CH:32]=[CH:31][CH:30]=3)[N:28]=2)=[C:5]2[CH:6]=[C:7]([O:10][CH2:11][CH2:12][N:13]3[CH2:18][CH2:17][N:16]([S:19]([CH3:22])(=[O:21])=[O:20])[CH2:15][CH2:14]3)[CH:8]=[CH:9][N:4]2[N:3]=1.O.[C:41]1([CH3:51])[CH:46]=[CH:45][C:44]([S:47]([OH:50])(=[O:49])=[O:48])=[CH:43][CH:42]=1.CCO, predict the reaction product. The product is: [C:41]1([CH3:51])[CH:42]=[CH:43][C:44]([S:47]([OH:50])(=[O:48])=[O:49])=[CH:45][CH:46]=1.[C:41]1([CH3:51])[CH:42]=[CH:43][C:44]([S:47]([OH:50])(=[O:48])=[O:49])=[CH:45][CH:46]=1.[CH3:1][C:2]1[C:23]([C:24]2[S:25][C:26]([C:35]3[N:39]=[CH:38][NH:37][N:36]=3)=[C:27]([C:29]3[CH:34]=[CH:33][CH:32]=[CH:31][CH:30]=3)[N:28]=2)=[C:5]2[CH:6]=[C:7]([O:10][CH2:11][CH2:12][N:13]3[CH2:18][CH2:17][N:16]([S:19]([CH3:22])(=[O:21])=[O:20])[CH2:15][CH2:14]3)[CH:8]=[CH:9][N:4]2[N:3]=1. (2) Given the reactants [CH:1]1[C:9]2[C:8]3[CH2:10][CH2:11][CH2:12][CH2:13][CH2:14][CH2:15][C:7]=3[O:6][C:5]=2[CH:4]=[CH:3][C:2]=1[NH2:16].[C:17](Cl)(=[O:22])[CH2:18][CH2:19][CH2:20][CH3:21], predict the reaction product. The product is: [CH:1]1[C:9]2[C:8]3[CH2:10][CH2:11][CH2:12][CH2:13][CH2:14][CH2:15][C:7]=3[O:6][C:5]=2[CH:4]=[CH:3][C:2]=1[NH:16][C:17](=[O:22])[CH2:18][CH2:19][CH2:20][CH3:21]. (3) The product is: [C:22]([O:26][C:27](=[O:28])[NH:29][CH2:30][C:31](=[O:32])[NH:1][CH:2]([C:15]1[CH:20]=[CH:19][CH:18]=[C:17]([Cl:21])[CH:16]=1)[C:3](=[O:4])[NH:5][C:6]1[CH:7]=[C:8]2[C:12](=[CH:13][CH:14]=1)[NH:11][N:10]=[CH:9]2)([CH3:25])([CH3:23])[CH3:24]. Given the reactants [NH2:1][CH:2]([C:15]1[CH:20]=[CH:19][CH:18]=[C:17]([Cl:21])[CH:16]=1)[C:3]([NH:5][C:6]1[CH:7]=[C:8]2[C:12](=[CH:13][CH:14]=1)[NH:11][N:10]=[CH:9]2)=[O:4].[C:22]([O:26][C:27]([NH:29][CH2:30][C:31](O)=[O:32])=[O:28])([CH3:25])([CH3:24])[CH3:23].C1C=CC2N(O)N=NC=2C=1.C(Cl)CCl, predict the reaction product. (4) Given the reactants [F:1][C:2]1[CH:7]=[CH:6][CH:5]=[CH:4][C:3]=1[N:8]1[CH2:13][CH2:12][NH:11][CH2:10][CH2:9]1.C(O[BH-](O[C:24](=[O:26])[CH3:25])OC(=O)C)(=O)C.[Na+], predict the reaction product. The product is: [F:1][C:2]1[CH:7]=[CH:6][CH:5]=[CH:4][C:3]=1[N:8]1[CH2:13][CH2:12][N:11]([CH2:6][C:5]2[O:26][C:24]3[C:25](=[N:8][CH:3]=[CH:2][CH:7]=3)[CH:4]=2)[CH2:10][CH2:9]1. (5) Given the reactants [NH:1]1[C:5]2=[N:6][CH:7]=[CH:8][CH:9]=[C:4]2[C:3]([C:10]([OH:12])=[O:11])=[N:2]1.[CH3:13]O, predict the reaction product. The product is: [NH:1]1[C:5]2=[N:6][CH:7]=[CH:8][CH:9]=[C:4]2[C:3]([C:10]([O:12][CH3:13])=[O:11])=[N:2]1. (6) Given the reactants [Cl:1][C:2]1[CH:7]=[CH:6][N:5]=[C:4]2[NH:8][C:9]([C:11]3[CH:16]=[CH:15][C:14]([CH2:17][N:18]4[CH2:23][CH2:22][N:21]([CH3:24])[CH2:20][CH2:19]4)=[CH:13][CH:12]=3)=[N:10][C:3]=12.[C:25]([C:28]1[CH:33]=[CH:32][C:31](B(O)O)=[CH:30][CH:29]=1)(=[O:27])[NH2:26].C(=O)([O-])[O-].[Na+].[Na+], predict the reaction product. The product is: [ClH:1].[CH3:24][N:21]1[CH2:22][CH2:23][N:18]([CH2:17][C:14]2[CH:15]=[CH:16][C:11]([C:9]3[NH:8][C:4]4=[N:5][CH:6]=[CH:7][C:2]([C:31]5[CH:32]=[CH:33][C:28]([C:25]([NH2:26])=[O:27])=[CH:29][CH:30]=5)=[C:3]4[N:10]=3)=[CH:12][CH:13]=2)[CH2:19][CH2:20]1. (7) Given the reactants C([O:5][C:6]([C:8]1([NH:11][C:12]([C:14]2[N:18]3[C@@:19]([CH2:32][C:33]4[CH:38]=[CH:37][C:36]([C:39]#[N:40])=[CH:35][CH:34]=4)([CH3:31])[C:20](=[O:30])[N:21]([C:22]4[CH:27]=[C:26]([Cl:28])[CH:25]=[C:24]([Cl:29])[CH:23]=4)[C:17]3=[N:16][CH:15]=2)=[O:13])[CH2:10][CH2:9]1)=[O:7])(C)(C)C.C(O)(C(F)(F)F)=O, predict the reaction product. The product is: [C:39]([C:36]1[CH:37]=[CH:38][C:33]([CH2:32][C@@:19]2([CH3:31])[N:18]3[C:14]([C:12]([NH:11][C:8]4([C:6]([OH:7])=[O:5])[CH2:9][CH2:10]4)=[O:13])=[CH:15][N:16]=[C:17]3[N:21]([C:22]3[CH:27]=[C:26]([Cl:28])[CH:25]=[C:24]([Cl:29])[CH:23]=3)[C:20]2=[O:30])=[CH:34][CH:35]=1)#[N:40].